This data is from Forward reaction prediction with 1.9M reactions from USPTO patents (1976-2016). The task is: Predict the product of the given reaction. Given the reactants [NH:1]1[CH:5]=[C:4]([C:6]2[CH:7]=[N:8][C:9]([C:12]3[CH:13]=[C:14](N)[CH:15]=[CH:16][CH:17]=3)=[N:10][CH:11]=2)[CH:3]=[N:2]1.[I:19]CI.N(OCCC(C)C)=O, predict the reaction product. The product is: [I:19][C:14]1[CH:13]=[C:12]([C:9]2[N:8]=[CH:7][C:6]([C:4]3[CH:3]=[N:2][NH:1][CH:5]=3)=[CH:11][N:10]=2)[CH:17]=[CH:16][CH:15]=1.